This data is from Full USPTO retrosynthesis dataset with 1.9M reactions from patents (1976-2016). The task is: Predict the reactants needed to synthesize the given product. Given the product [CH3:1][N:2]1[CH2:15][CH2:14][C:5]2[N:6]([CH2:26][C:24]([C:27]3[CH:32]=[CH:31][CH:30]=[CH:29][CH:28]=3)([C:18]3[CH:23]=[CH:22][CH:21]=[CH:20][CH:19]=3)[OH:25])[C:7]3[CH:8]=[CH:9][C:10]([CH3:13])=[CH:11][C:12]=3[C:4]=2[CH2:3]1, predict the reactants needed to synthesize it. The reactants are: [CH3:1][N:2]1[CH2:15][CH2:14][C:5]2[NH:6][C:7]3[CH:8]=[CH:9][C:10]([CH3:13])=[CH:11][C:12]=3[C:4]=2[CH2:3]1.[H-].[Na+].[C:18]1([C:24]2([C:27]3[CH:32]=[CH:31][CH:30]=[CH:29][CH:28]=3)[CH2:26][O:25]2)[CH:23]=[CH:22][CH:21]=[CH:20][CH:19]=1.